This data is from Full USPTO retrosynthesis dataset with 1.9M reactions from patents (1976-2016). The task is: Predict the reactants needed to synthesize the given product. The reactants are: [NH2:1][C:2]1[C:7]([Br:8])=[CH:6][C:5]([C:9](=[O:14])[CH2:10][CH2:11][CH2:12][Cl:13])=[CH:4][C:3]=1[Br:15].[NH:16]1[CH2:21][CH2:20][CH:19]([N:22]2[C:26]3[CH:27]=[CH:28][CH:29]=[CH:30][C:25]=3[NH:24][C:23]2=[O:31])[CH2:18][CH2:17]1.C(=O)([O-])[O-].[Na+].[Na+].[I-].[K+]. Given the product [ClH:13].[NH2:1][C:2]1[C:7]([Br:8])=[CH:6][C:5]([C:9](=[O:14])[CH2:10][CH2:11][CH2:12][N:16]2[CH2:17][CH2:18][CH:19]([N:22]3[C:26]4[CH:27]=[CH:28][CH:29]=[CH:30][C:25]=4[NH:24][C:23]3=[O:31])[CH2:20][CH2:21]2)=[CH:4][C:3]=1[Br:15], predict the reactants needed to synthesize it.